Dataset: Reaction yield outcomes from USPTO patents with 853,638 reactions. Task: Predict the reaction yield, written as a fraction of the theoretical maximum amount of product (1.0 means a 100% yield; for example, 0.34 means a 34% yield). (1) The reactants are [NH:1]1[C:5]2[CH:6]=[CH:7][CH:8]=[CH:9][C:4]=2[N:3]=[C:2]1[S:10][CH2:11][C:12]([O:14][CH2:15][CH3:16])=[O:13].C(OCC)C.[H-].[Na+].[CH2:24](Br)[C:25]1[CH:30]=[CH:29][CH:28]=[CH:27][CH:26]=1. The catalyst is CN(C)C=O. The product is [CH2:24]([N:1]1[C:5]2[CH:6]=[CH:7][CH:8]=[CH:9][C:4]=2[N:3]=[C:2]1[S:10][CH2:11][C:12]([O:14][CH2:15][CH3:16])=[O:13])[C:25]1[CH:30]=[CH:29][CH:28]=[CH:27][CH:26]=1. The yield is 0.300. (2) The reactants are CC([O-])(C)C.[K+].CC1C=CC(S([CH2:17][N+:18]#[C-])(=O)=O)=CC=1.[Cl:20][C:21]1[CH:22]=[C:23]([CH:26]=[CH:27][C:28]=1[O:29][CH3:30])[CH:24]=O.CO. The catalyst is C1COCC1.O. The product is [Cl:20][C:21]1[CH:22]=[C:23]([CH2:24][C:17]#[N:18])[CH:26]=[CH:27][C:28]=1[O:29][CH3:30]. The yield is 0.830. (3) The reactants are [BH4-].[Na+].C([O:5][C:6]([C:8]1[CH:13]=[CH:12][CH:11]=[C:10]([O:14][CH2:15][CH3:16])[N:9]=1)=O)C.O. The catalyst is CCO. The product is [CH2:15]([O:14][C:10]1[N:9]=[C:8]([CH2:6][OH:5])[CH:13]=[CH:12][CH:11]=1)[CH3:16]. The yield is 0.740. (4) The reactants are [C:1]([O:5][C:6]([NH:8][C@@H:9]([CH2:13][C:14]1[CH:19]=[CH:18][C:17]([O:20][CH3:21])=[CH:16][CH:15]=1)[C:10]([OH:12])=O)=[O:7])([CH3:4])([CH3:3])[CH3:2].[NH2:22][C@@H:23]([CH2:30][C:31]1[CH2:35][CH2:34][CH2:33][CH:32]=1)[C:24]([C@@:26]1([CH3:29])[CH2:28][O:27]1)=[O:25].CN(C(ON1N=NC2C=CC=NC1=2)=[N+](C)C)C.F[P-](F)(F)(F)(F)F.CCN(C(C)C)C(C)C. The catalyst is CN(C=O)C. The product is [C:31]1([CH2:30][C@H:23]([NH:22][C:10](=[O:12])[C@@H:9]([NH:8][C:6](=[O:7])[O:5][C:1]([CH3:2])([CH3:3])[CH3:4])[CH2:13][C:14]2[CH:19]=[CH:18][C:17]([O:20][CH3:21])=[CH:16][CH:15]=2)[C:24]([C@@:26]2([CH3:29])[CH2:28][O:27]2)=[O:25])[CH2:35][CH2:34][CH2:33][CH:32]=1. The yield is 0.820.